From a dataset of Experimentally validated miRNA-target interactions with 360,000+ pairs, plus equal number of negative samples. Binary Classification. Given a miRNA mature sequence and a target amino acid sequence, predict their likelihood of interaction. (1) The miRNA is hsa-miR-6867-3p with sequence CUCUCCCUCUUUACCCACUAG. The protein sequence of the target gene is MAEAAPAPTSEWDSECLTSLQPLPLPTPPAANEAHLQTAAISLWTVVAAVQAIERKVEIHSRRLLHLEGRTGTAEKKLASCEKTVTELGNQLEGKWAVLGTLLQEYGLLQRRLENLENLLRNRNFWILRLPPGIKGDIPKVPVAFDDVSIYFSTPEWEKLEEWQKELYKNIMKGNYESLISMDYAINQPDVLSQIQPEGEHNTEDQAGPEESEIPTDPSEEPGISTSDILSWIKQEEEPQVGAPPESKESDVYKSTYADEELVIKAEGLARSSLCPEVPVPFSSPPAAAKDAFSDVAFKS.... Result: 1 (interaction). (2) The miRNA is hsa-miR-3162-3p with sequence UCCCUACCCCUCCACUCCCCA. The protein sequence of the target gene is MWLLGPLCLLLSSAAESQLLPGNNFTNECNIPGNFMCSNGRCIPGAWQCDGLPDCFDKSDEKECPKAKSKCGPTFFPCASGIHCIIGRFRCNGFEDCPDGSDEENCTANPLLCSTARYHCKNGLCIDKSFICDGQNNCQDNSDEESCESSQEPGSGQVFVTSENQLVYYPSITYAIIGSSVIFVLVVALLALVLHHQRKRNNLMTLPVHRLQHPVLLSRLVVLDHPHHCNVTYNVNNGIQYVASQAEQNASEVGSPPSYSEALLDQRPAWYDLPPPPYSSDTESLNQADLPPYRSRSGSA.... Result: 0 (no interaction). (3) The miRNA is hsa-miR-1278 with sequence UAGUACUGUGCAUAUCAUCUAU. The protein sequence of the target gene is MARAGPAWLLLAIWVVLPSWLSSAKVSSLIERISDPKDLKKLLRTRNNVLVLYSKSEVAAENHLRLLSTVAQAVKGQGTICWVDCGDAESRKLCKKMKVDLSPKDKKVELFHYQDGAFHTEYNRAVTFKSIVAFLKDPKGPPLWEEDPGAKDVVHLDSEKDFRRLLKKEEKPLLIMFYAPWCSMCKRMMPHFQKAATQLRGHAVLAGMNVYSSEFENIKEEYSVRGFPTICYFEKGRFLFQYDNYGSTAEDIVEWLKNPQPPQPQVPETPWADEGGSVYHLTDEDFDQFVKEHSSVLVMF.... Result: 0 (no interaction). (4) The miRNA is hsa-miR-3912-5p with sequence AUGUCCAUAUUAUGGGUUAGU. The protein sequence of the target gene is MGNEVSLEGGAGDGPLPPGGAGPGPGPGPGPGAGKPPSAPAGGGQLPAAGAARSTAVPPVPGPGPGPGPGPGPGSTSRRLDPKEPLGNQRAASPTPKQASATTPGHESPRETRAQGPAGQEADGPRRTLQVDSRTQRSGRSPSVSPDRGSTPTSPYSVPQIAPLPSSTLCPICKTSDLTSTPSQPNFNTCTQCHNKVCNQCGFNPNPHLTQVKEWLCLNCQMQRALGMDMTTAPRSKSQQQLHSPALSPAHSPAKQPLGKPDQERSRGPGGPQPGSRQAETARATSVPGPAQAAAPPEVG.... Result: 1 (interaction).